Dataset: Catalyst prediction with 721,799 reactions and 888 catalyst types from USPTO. Task: Predict which catalyst facilitates the given reaction. (1) Reactant: [NH2:1][C:2]1[CH:7]=[CH:6][C:5]([N:8]2[C:14](=[O:15])[CH2:13][C:12](=[O:16])[NH:11][C:10]3[C:17]4[C:22]([CH:23]=[CH:24][C:9]2=3)=[CH:21][CH:20]=[CH:19][CH:18]=4)=[CH:4][CH:3]=1.[CH3:25][O:26][C:27]1[CH:28]=[C:29]([S:33](Cl)(=[O:35])=[O:34])[CH:30]=[CH:31][CH:32]=1. Product: [O:16]=[C:12]1[NH:11][C:10]2[C:17]3[C:22]([CH:23]=[CH:24][C:9]=2[N:8]([C:5]2[CH:6]=[CH:7][C:2]([NH:1][S:33]([C:29]4[CH:30]=[CH:31][CH:32]=[C:27]([O:26][CH3:25])[CH:28]=4)(=[O:35])=[O:34])=[CH:3][CH:4]=2)[C:14](=[O:15])[CH2:13]1)=[CH:21][CH:20]=[CH:19][CH:18]=3. The catalyst class is: 17. (2) Reactant: [CH3:1][O:2][C:3]1[CH:4]=[C:5]([C:13]2[N:14]=[C:15]3[C:21]([C:22](O)=[O:23])=[CH:20][NH:19][C:16]3=[N:17][CH:18]=2)[CH:6]=[C:7]([O:11][CH3:12])[C:8]=1[O:9][CH3:10].[NH2:25][CH2:26][CH:27]([OH:29])[CH3:28]. Product: [OH:29][CH:27]([CH3:28])[CH2:26][NH:25][C:22]([C:21]1[C:15]2[C:16](=[N:17][CH:18]=[C:13]([C:5]3[CH:6]=[C:7]([O:11][CH3:12])[C:8]([O:9][CH3:10])=[C:3]([O:2][CH3:1])[CH:4]=3)[N:14]=2)[NH:19][CH:20]=1)=[O:23]. The catalyst class is: 3.